Predict the reactants needed to synthesize the given product. From a dataset of Full USPTO retrosynthesis dataset with 1.9M reactions from patents (1976-2016). (1) Given the product [Cl:10][C:11]1[CH:16]=[CH:15][C:14]([S:17][C:18]2[C:9]3[C:4](=[CH:5][CH:6]=[C:7]([CH3:23])[CH:8]=3)[NH:2][C:19]=2[CH3:21])=[CH:13][CH:12]=1, predict the reactants needed to synthesize it. The reactants are: C[N:2]([C:4]1[CH:9]=[CH:8][CH:7]=[CH:6][CH:5]=1)N.[Cl:10][C:11]1[CH:16]=[CH:15][C:14]([S:17][CH2:18][C:19]([CH3:21])=O)=[CH:13][CH:12]=1.O.[C:23](#N)C. (2) Given the product [CH2:13]([N:10]1[C:9](=[O:20])[C:8]([CH2:21][CH3:22])=[C:7]([O:6][CH2:5][C:4]2[CH:23]=[CH:24][CH:25]=[CH:26][C:3]=2[CH2:2][NH:1][C:89]([NH:88][C:86]2[N:85]([C:101]3[CH:106]=[CH:105][CH:104]=[C:103]([O:107][CH3:108])[CH:102]=3)[N:84]=[C:83]([C:79]([CH3:82])([CH3:81])[CH3:80])[CH:87]=2)=[O:90])[N:12]=[CH:11]1)[C:14]1[CH:15]=[CH:16][CH:17]=[CH:18][CH:19]=1, predict the reactants needed to synthesize it. The reactants are: [NH2:1][CH2:2][C:3]1[CH:26]=[CH:25][CH:24]=[CH:23][C:4]=1[CH2:5][O:6][C:7]1[N:12]=[CH:11][N:10]([CH2:13][C:14]2[CH:19]=[CH:18][CH:17]=[CH:16][CH:15]=2)[C:9](=[O:20])[C:8]=1[CH2:21][CH3:22].C(N1C(=O)C(CC)=C(OCC2C=CC=CC=2CNC(NC2N(C3C=CC(C)=CC=3)N=C(C(C)(C)C)C=2)=O)N=C1)C1C=CC=CC=1.C(N(CC)CC)C.[C:79]([C:83]1[CH:87]=[C:86]([NH:88][C:89](=O)[O:90]C2C=CC([N+]([O-])=O)=CC=2)[N:85]([C:101]2[CH:106]=[CH:105][CH:104]=[C:103]([O:107][CH3:108])[CH:102]=2)[N:84]=1)([CH3:82])([CH3:81])[CH3:80].BrC1C(=O)N(CC2C=CC(OC)=CC=2)C(C)=CC=1OCC1C=CC=CC=1CNC(NC1N(C2C=CC=C(OC)C=2)N=C(C(C)(C)C)C=1)=O. (3) Given the product [ClH:29].[C:1]([O:4][C:5]1[CH:6]=[C:7]2[C:12](=[CH:13][C:14]=1[O:15][CH3:16])[N:11]=[CH:10][N:9]=[C:8]2[NH:36][C:35]1[CH:37]=[CH:38][CH:39]=[C:33]([Cl:32])[C:34]=1[F:40])(=[O:3])[CH3:2], predict the reactants needed to synthesize it. The reactants are: [C:1]([O:4][C:5]1[CH:6]=[C:7]2[C:12](=[CH:13][C:14]=1[O:15][CH3:16])[N:11]=[CH:10][NH:9][C:8]2=O)(=[O:3])[CH3:2].C(N(C(C)C)C(C)C)C.P(Cl)(Cl)([Cl:29])=O.[Cl:32][C:33]1[C:34]([F:40])=[C:35]([CH:37]=[CH:38][CH:39]=1)[NH2:36]. (4) Given the product [NH:13]1[CH2:14][CH2:15][CH2:16][CH:11]([O:10][C:6]2[CH:5]=[C:4]3[C:9](=[CH:8][CH:7]=2)[NH:1][N:2]=[CH:3]3)[CH2:12]1, predict the reactants needed to synthesize it. The reactants are: [NH:1]1[C:9]2[C:4](=[CH:5][C:6]([O:10][CH:11]3[CH2:16][CH2:15][CH2:14][N:13](C(OC(C)(C)C)=O)[CH2:12]3)=[CH:7][CH:8]=2)[CH:3]=[N:2]1.Cl.O1CCOCC1.